Dataset: Forward reaction prediction with 1.9M reactions from USPTO patents (1976-2016). Task: Predict the product of the given reaction. The product is: [F:18][C:15]([F:16])([F:17])[C:11]1[CH:10]=[C:9]([CH:14]=[CH:13][CH:12]=1)[O:8][C:7]1[CH:6]=[CH:5][N:4]=[C:3]([C:19]2[CH:20]=[CH:21][C:22]([C:25]([F:28])([F:27])[F:26])=[CH:23][CH:24]=2)[N:2]=1. Given the reactants C[N:2]1[C:7]([O:8][C:9]2[CH:14]=[CH:13][CH:12]=[C:11]([C:15]([F:18])([F:17])[F:16])[CH:10]=2)=[CH:6][CH:5]=[N:4][CH:3]1[C:19]1[CH:24]=[CH:23][C:22]([C:25]([F:28])([F:27])[F:26])=[CH:21][CH:20]=1.O(C1C=CN=C(C2C=CC(C(F)(F)F)=CC=2)N=1)C1C=CC=CC=1, predict the reaction product.